This data is from Full USPTO retrosynthesis dataset with 1.9M reactions from patents (1976-2016). The task is: Predict the reactants needed to synthesize the given product. (1) The reactants are: I[C:2]1[CH:3]=[C:4]([CH:7]=[CH:8][CH:9]=1)[CH:5]=[O:6].[F:10][C:11]([F:20])([F:19])[C:12]1[CH:17]=[CH:16][C:15]([SH:18])=[CH:14][CH:13]=1.C(O)CO.C(=O)([O-])[O-].[K+].[K+]. Given the product [F:20][C:11]([F:10])([F:19])[C:12]1[CH:13]=[CH:14][C:15]([S:18][C:2]2[CH:3]=[C:4]([CH:7]=[CH:8][CH:9]=2)[CH:5]=[O:6])=[CH:16][CH:17]=1, predict the reactants needed to synthesize it. (2) The reactants are: [CH2:1]([C:9]1([CH2:23][CH2:24][CH2:25][CH2:26][CH2:27][CH2:28][CH2:29][CH3:30])[C:21]2[CH:20]=[C:19](I)[CH:18]=[CH:17][C:16]=2[C:15]2[C:10]1=[CH:11][CH:12]=[CH:13][CH:14]=2)[CH2:2][CH2:3][CH2:4][CH2:5][CH2:6][CH2:7][CH3:8].[NH2:31][C:32]1[CH:37]=[CH:36][CH:35]=[CH:34][CH:33]=1.C(=O)([O-])[O-].[K+].[K+].C1O[CH2:60][CH2:59]OCCOCCOCCOCCOC1. Given the product [CH2:1]([C:9]1([CH2:23][CH2:24][CH2:25][CH2:26][CH2:27][CH2:28][CH2:29][CH3:30])[C:21]2[C:20]([N:31]([C:11]3[C:10]4[C:9]([CH2:23][CH2:24][CH2:25][CH2:26][CH2:27][CH2:28][CH2:59][CH3:60])([CH2:1][CH2:2][CH2:3][CH2:4][CH2:5][CH2:6][CH2:7][CH3:8])[C:21]5[C:16](=[CH:17][CH:18]=[CH:19][CH:20]=5)[C:15]=4[CH:14]=[CH:13][CH:12]=3)[C:32]3[CH:37]=[CH:36][CH:35]=[CH:34][CH:33]=3)=[CH:19][CH:18]=[CH:17][C:16]=2[C:15]2[C:10]1=[CH:11][CH:12]=[CH:13][CH:14]=2)[CH2:2][CH2:3][CH2:4][CH2:5][CH2:6][CH2:7][CH3:8], predict the reactants needed to synthesize it. (3) Given the product [Cl:1][CH:2]([CH2:13][CH2:14][C:15]1[CH:24]=[CH:23][C:22]([O:25][CH3:26])=[C:21]2[C:16]=1[CH:17]=[CH:18][C:19](=[O:28])[N:20]2[CH3:27])[C:3]([OH:5])=[O:4], predict the reactants needed to synthesize it. The reactants are: [Cl:1][C:2]([CH2:13][CH2:14][C:15]1[CH:24]=[CH:23][C:22]([O:25][CH3:26])=[C:21]2[C:16]=1[CH:17]=[CH:18][C:19](=[O:28])[N:20]2[CH3:27])(C(OCC)=O)[C:3]([O:5]CC)=[O:4].C(O)(=O)C.Cl.O. (4) The reactants are: [H-].[Na+].[F:3][C:4]1[CH:11]=[CH:10][C:7]([CH:8]=O)=[CH:6][CH:5]=1.[CH3:12][CH:13]([CH2:18][C:19]([O:21]C)=[O:20])[C:14]([O:16]C)=[O:15].CO. Given the product [F:3][C:4]1[CH:11]=[CH:10][C:7](/[CH:8]=[C:18](\[CH:13]([CH3:12])[C:14]([OH:16])=[O:15])/[C:19]([OH:21])=[O:20])=[CH:6][CH:5]=1, predict the reactants needed to synthesize it. (5) Given the product [CH2:27]([O:26][C@H:21]1[C@H:20]([O:34][CH2:35][C:36]2[CH:37]=[CH:38][CH:39]=[CH:40][CH:41]=2)[C@@H:19]([CH2:18][O:17][CH2:10][C:11]2[CH:16]=[CH:15][CH:14]=[CH:13][CH:12]=2)[O:42][C@H:23]([CH2:24][Hg:1][Cl:43])[C@@H:22]1[OH:25])[C:28]1[CH:29]=[CH:30][CH:31]=[CH:32][CH:33]=1, predict the reactants needed to synthesize it. The reactants are: [Hg:1](OC(C)=O)OC(C)=O.[CH2:10]([O:17][CH2:18][C@@H:19]([OH:42])[C@@H:20]([O:34][CH2:35][C:36]1[CH:41]=[CH:40][CH:39]=[CH:38][CH:37]=1)[C@H:21]([O:26][CH2:27][C:28]1[CH:33]=[CH:32][CH:31]=[CH:30][CH:29]=1)[C@@H:22]([OH:25])[CH:23]=[CH2:24])[C:11]1[CH:16]=[CH:15][CH:14]=[CH:13][CH:12]=1.[Cl-:43].[K+]. (6) Given the product [Cl:9][C:10]1[CH:11]=[C:12]([OH:30])[CH:13]=[C:14]([NH:16][C:17]2[C:18]3[C:25]4[CH2:26][CH2:27][N:28]([C:5](=[O:7])/[CH:4]=[CH:3]/[CH2:2][N:36]5[CH2:37][CH2:38][CH:33]([O:32][CH3:31])[CH2:34][CH2:35]5)[CH2:29][C:24]=4[S:23][C:19]=3[N:20]=[CH:21][N:22]=2)[CH:15]=1, predict the reactants needed to synthesize it. The reactants are: Br[CH2:2]/[CH:3]=[CH:4]/[C:5]([OH:7])=O.Cl.[Cl:9][C:10]1[CH:11]=[C:12]([OH:30])[CH:13]=[C:14]([NH:16][C:17]2[C:18]3[C:25]4[CH2:26][CH2:27][NH:28][CH2:29][C:24]=4[S:23][C:19]=3[N:20]=[CH:21][N:22]=2)[CH:15]=1.[CH3:31][O:32][CH:33]1[CH2:38][CH2:37][NH:36][CH2:35][CH2:34]1. (7) The reactants are: C[O:2][C:3]([C:5]1[N:6]=[C:7]([NH:10][C:11]([O:13][C:14]([CH3:17])([CH3:16])[CH3:15])=[O:12])[S:8][CH:9]=1)=[O:4].O.O.[OH-].[Li+]. Given the product [C:14]([O:13][C:11]([NH:10][C:7]1[S:8][CH:9]=[C:5]([C:3]([OH:4])=[O:2])[N:6]=1)=[O:12])([CH3:17])([CH3:15])[CH3:16], predict the reactants needed to synthesize it. (8) Given the product [CH2:1]([O:3][C:4]([C:6]1[CH:7]=[N:8][N:9]([C:11]2[NH:12][C:13](=[O:15])[C:24]3[C:19](=[CH:20][C:21]([CH3:34])=[C:22]([O:25][C:26]4[C:27]([CH3:33])=[CH:28][CH:29]=[CH:30][C:31]=4[CH3:32])[CH:23]=3)[N:18]=2)[CH:10]=1)=[O:5])[CH3:2], predict the reactants needed to synthesize it. The reactants are: [CH2:1]([O:3][C:4]([C:6]1[CH:7]=[N:8][N:9]([C:11]([NH:18][C:19]2[CH:24]=[CH:23][C:22]([O:25][C:26]3[C:31]([CH3:32])=[CH:30][CH:29]=[CH:28][C:27]=3[CH3:33])=[C:21]([CH3:34])[CH:20]=2)=[N:12][C:13]([O:15]CC)=O)[CH:10]=1)=[O:5])[CH3:2].ClCCCl.